From a dataset of Full USPTO retrosynthesis dataset with 1.9M reactions from patents (1976-2016). Predict the reactants needed to synthesize the given product. (1) Given the product [Br:5][C:6]1[CH:7]=[CH:8][C:9]([CH2:10][N:11]2[C:15]3[CH:16]=[CH:17][C:18]([OH:20])=[CH:19][C:14]=3[N:13]=[C:12]2[CH2:22][C:23]([CH3:29])([CH3:30])[C:24]([O:26][CH2:27][CH3:28])=[O:25])=[CH:31][CH:32]=1, predict the reactants needed to synthesize it. The reactants are: B(Br)(Br)Br.[Br:5][C:6]1[CH:32]=[CH:31][C:9]([CH2:10][N:11]2[C:15]3[CH:16]=[CH:17][C:18]([O:20]C)=[CH:19][C:14]=3[N:13]=[C:12]2[CH2:22][C:23]([CH3:30])([CH3:29])[C:24]([O:26][CH2:27][CH3:28])=[O:25])=[CH:8][CH:7]=1. (2) Given the product [CH3:26][C:23]1[CH:22]=[C:21]([C:27]2[CH:28]=[CH:29][C:30]([C:33]([F:36])([F:35])[F:34])=[CH:31][CH:32]=2)[C:20]([C:18]([NH:17][C:14]2[CH:15]=[CH:16][C:11]([CH2:2][CH2:3][CH2:4][C:5]3[CH:10]=[CH:9][CH:8]=[CH:7][N:6]=3)=[CH:12][CH:13]=2)=[O:19])=[CH:25][CH:24]=1, predict the reactants needed to synthesize it. The reactants are: O[CH:2]([C:11]1[CH:16]=[CH:15][C:14]([NH:17][C:18]([C:20]2[C:21]([C:27]3[CH:32]=[CH:31][C:30]([C:33]([F:36])([F:35])[F:34])=[CH:29][CH:28]=3)=[CH:22][C:23]([CH3:26])=[CH:24][CH:25]=2)=[O:19])=[CH:13][CH:12]=1)[CH2:3][CH2:4][C:5]1[CH:10]=[CH:9][CH:8]=[CH:7][N:6]=1.[H][H].